This data is from Forward reaction prediction with 1.9M reactions from USPTO patents (1976-2016). The task is: Predict the product of the given reaction. (1) Given the reactants [CH3:1][N:2]([C:4]1[CH:9]=[CH:8][C:7](B(O)O)=[CH:6][CH:5]=1)[CH3:3].Br[C:14]1[CH:15]=[C:16]([C:20]2[N:25]3[N:26]=[CH:27][C:28]([C:29]([C:31]4[S:32][CH:33]=[CH:34][CH:35]=4)=[O:30])=[C:24]3[N:23]=[CH:22][CH:21]=2)[CH:17]=[CH:18][CH:19]=1, predict the reaction product. The product is: [CH3:1][N:2]([CH3:3])[C:4]1[CH:9]=[C:8]([C:18]2[CH:19]=[CH:14][CH:15]=[C:16]([C:20]3[N:25]4[N:26]=[CH:27][C:28]([C:29]([C:31]5[S:32][CH:33]=[CH:34][CH:35]=5)=[O:30])=[C:24]4[N:23]=[CH:22][CH:21]=3)[CH:17]=2)[CH:7]=[CH:6][CH:5]=1. (2) The product is: [CH2:11]([O:18][C:19]1[CH:20]=[CH:21][C:22]([CH2:23][C:6]#[C:5][Si:2]([CH3:4])([CH3:3])[CH3:1])=[CH:25][CH:26]=1)[C:12]1[CH:13]=[CH:14][CH:15]=[CH:16][CH:17]=1. Given the reactants [CH3:1][Si:2]([C:5]#[CH:6])([CH3:4])[CH3:3].C([Mg]Br)C.[CH2:11]([O:18][C:19]1[CH:26]=[CH:25][C:22]([CH2:23]Cl)=[CH:21][CH:20]=1)[C:12]1[CH:17]=[CH:16][CH:15]=[CH:14][CH:13]=1.[Cl-].N, predict the reaction product. (3) Given the reactants [Cl:1][C:2]1[C:3](F)=[CH:4][C:5]([F:18])=[C:6]([CH:17]=1)[C:7]([O:9][C:10]1[CH:15]=[CH:14][C:13]([CH3:16])=[CH:12][CH:11]=1)=[O:8].[Cl:20][C:21]1[CH:26]=[CH:25][C:24]([OH:27])=[CH:23][C:22]=1[C:28]([F:31])([F:30])[F:29].C(=O)([O-])[O-].[K+].[K+].O, predict the reaction product. The product is: [Cl:1][C:2]1[C:3]([O:27][C:24]2[CH:25]=[CH:26][C:21]([Cl:20])=[C:22]([C:28]([F:31])([F:29])[F:30])[CH:23]=2)=[CH:4][C:5]([F:18])=[C:6]([CH:17]=1)[C:7]([O:9][C:10]1[CH:15]=[CH:14][C:13]([CH3:16])=[CH:12][CH:11]=1)=[O:8].